Task: Predict the reactants needed to synthesize the given product.. Dataset: Full USPTO retrosynthesis dataset with 1.9M reactions from patents (1976-2016) Given the product [Cl:5][C:6]1[CH:17]=[C:16]([N+:1]([O-:4])=[O:2])[CH:15]=[CH:14][C:7]=1[O:8][C:9]1[S:13][CH:12]=[N:11][CH:10]=1, predict the reactants needed to synthesize it. The reactants are: [N+:1]([O-:4])(O)=[O:2].[Cl:5][C:6]1[CH:17]=[CH:16][CH:15]=[CH:14][C:7]=1[O:8][C:9]1[S:13][CH:12]=[N:11][CH:10]=1.C(=O)([O-])[O-].[Na+].[Na+].